This data is from NCI-60 drug combinations with 297,098 pairs across 59 cell lines. The task is: Regression. Given two drug SMILES strings and cell line genomic features, predict the synergy score measuring deviation from expected non-interaction effect. (1) Drug 1: CN1CCC(CC1)COC2=C(C=C3C(=C2)N=CN=C3NC4=C(C=C(C=C4)Br)F)OC. Drug 2: CNC(=O)C1=CC=CC=C1SC2=CC3=C(C=C2)C(=NN3)C=CC4=CC=CC=N4. Cell line: HCT116. Synergy scores: CSS=14.2, Synergy_ZIP=-0.877, Synergy_Bliss=4.47, Synergy_Loewe=2.45, Synergy_HSA=3.59. (2) Drug 1: C1=CN(C=N1)CC(O)(P(=O)(O)O)P(=O)(O)O. Drug 2: CCC1(C2=C(COC1=O)C(=O)N3CC4=CC5=C(C=CC(=C5CN(C)C)O)N=C4C3=C2)O.Cl. Cell line: MCF7. Synergy scores: CSS=11.6, Synergy_ZIP=-5.39, Synergy_Bliss=0.785, Synergy_Loewe=-6.84, Synergy_HSA=0.716. (3) Drug 1: C1CN1P(=S)(N2CC2)N3CC3. Drug 2: C1CN1C2=NC(=NC(=N2)N3CC3)N4CC4. Cell line: BT-549. Synergy scores: CSS=16.8, Synergy_ZIP=-4.58, Synergy_Bliss=-3.80, Synergy_Loewe=-8.92, Synergy_HSA=-1.59. (4) Drug 1: C(=O)(N)NO. Drug 2: CC1CCCC2(C(O2)CC(NC(=O)CC(C(C(=O)C(C1O)C)(C)C)O)C(=CC3=CSC(=N3)C)C)C. Cell line: MDA-MB-435. Synergy scores: CSS=59.9, Synergy_ZIP=0.173, Synergy_Bliss=-0.934, Synergy_Loewe=-29.7, Synergy_HSA=-2.71. (5) Drug 1: CC1C(C(CC(O1)OC2CC(CC3=C2C(=C4C(=C3O)C(=O)C5=C(C4=O)C(=CC=C5)OC)O)(C(=O)CO)O)N)O.Cl. Drug 2: CCN(CC)CCCC(C)NC1=C2C=C(C=CC2=NC3=C1C=CC(=C3)Cl)OC. Cell line: MCF7. Synergy scores: CSS=13.0, Synergy_ZIP=-6.25, Synergy_Bliss=-0.326, Synergy_Loewe=-7.08, Synergy_HSA=-0.287.